From a dataset of Catalyst prediction with 721,799 reactions and 888 catalyst types from USPTO. Predict which catalyst facilitates the given reaction. (1) The catalyst class is: 5. Product: [NH:1]1[C:9]2[C:4](=[CH:5][CH:6]=[CH:7][C:8]=2[CH2:10][NH:13][CH3:12])[CH:3]=[CH:2]1. Reactant: [NH:1]1[C:9]2[C:4](=[CH:5][CH:6]=[CH:7][C:8]=2[CH:10]=O)[CH:3]=[CH:2]1.[CH3:12][NH2:13].[BH4-].[Na+].O. (2) Reactant: [CH3:1][C:2]1[CH:7]=[CH:6][N:5]=[C:4]([C:8]2[CH:13]=[C:12]([CH3:14])[CH:11]=[CH:10][N:9]=2)[CH:3]=1.[Se](=O)=[O:16]. Product: [CH:1]([C:2]1[CH:7]=[CH:6][N:5]=[C:4]([C:8]2[CH:13]=[C:12]([CH3:14])[CH:11]=[CH:10][N:9]=2)[CH:3]=1)=[O:16]. The catalyst class is: 12. (3) Reactant: C([O:3][C:4]([C:6]1[CH:7]=[C:8]([NH:12][C:13](=[O:15])[CH3:14])[CH:9]=[N:10][CH:11]=1)=[CH2:5])C.Cl.C([O-])(O)=O.[Na+]. Product: [C:4]([C:6]1[CH:7]=[C:8]([NH:12][C:13](=[O:15])[CH3:14])[CH:9]=[N:10][CH:11]=1)(=[O:3])[CH3:5]. The catalyst class is: 21. (4) Reactant: [H-].[Na+].[CH2:3]([C:5]1[N:6]=[CH:7][NH:8][CH:9]=1)[CH3:4].F[C:11]1[CH:16]=[CH:15][C:14]([C:17](=[O:19])[CH3:18])=[CH:13][CH:12]=1. Product: [CH2:3]([C:5]1[N:6]=[CH:7][N:8]([C:11]2[CH:16]=[CH:15][C:14]([C:17](=[O:19])[CH3:18])=[CH:13][CH:12]=2)[CH:9]=1)[CH3:4]. The catalyst class is: 18. (5) Reactant: [CH2:1]([O:4][CH:5]1[CH2:14][CH2:13][C:8]2(OCC[O:9]2)[CH2:7][CH2:6]1)[CH2:2][CH3:3].Cl. Product: [CH2:1]([O:4][CH:5]1[CH2:14][CH2:13][C:8](=[O:9])[CH2:7][CH2:6]1)[CH2:2][CH3:3]. The catalyst class is: 7. (6) Reactant: N.[NH2:2][C:3]1[N:8]([C:9]2[CH:14]=[CH:13][C:12]([O:15][CH3:16])=[CH:11][CH:10]=2)[C:7](=[S:17])[NH:6][C:5](=[O:18])[C:4]=1[N:19]=O.S(S([O-])=O)([O-])=O.[Na+].[Na+]. Product: [NH2:19][C:4]1[C:5](=[O:18])[NH:6][C:7](=[S:17])[N:8]([C:9]2[CH:10]=[CH:11][C:12]([O:15][CH3:16])=[CH:13][CH:14]=2)[C:3]=1[NH2:2]. The catalyst class is: 6.